Dataset: Full USPTO retrosynthesis dataset with 1.9M reactions from patents (1976-2016). Task: Predict the reactants needed to synthesize the given product. (1) Given the product [F:32][C:29]1[CH:30]=[CH:31][C:26]([CH2:25][C:22]2[S:21][C:20]([C:10]3[N:11]=[C:12]4[S:18][C:17]([CH3:19])=[CH:16][N:13]4[C:14](=[O:15])[C:9]=3[OH:8])=[N:24][CH:23]=2)=[CH:27][CH:28]=1, predict the reactants needed to synthesize it. The reactants are: C([O:8][C:9]1[C:14](=[O:15])[N:13]2[CH:16]=[C:17]([CH3:19])[S:18][C:12]2=[N:11][C:10]=1[C:20]1[S:21][C:22]([CH2:25][C:26]2[CH:31]=[CH:30][C:29]([F:32])=[CH:28][CH:27]=2)=[CH:23][N:24]=1)C1C=CC=CC=1. (2) Given the product [ClH:1].[CH3:29][C:26]1[C:25]2[CH:30]=[C:21]([NH:20][C:2]3[C:11]4[C:6](=[CH:7][CH:8]=[CH:9][C:10]=4[O:12][CH:13]4[CH2:18][CH2:17][N:16]([CH3:19])[CH2:15][CH2:14]4)[N:5]=[CH:4][N:3]=3)[CH:22]=[CH:23][C:24]=2[S:28][N:27]=1, predict the reactants needed to synthesize it. The reactants are: [Cl:1][C:2]1[C:11]2[C:6](=[CH:7][CH:8]=[CH:9][C:10]=2[O:12][CH:13]2[CH2:18][CH2:17][N:16]([CH3:19])[CH2:15][CH2:14]2)[N:5]=[CH:4][N:3]=1.[NH2:20][C:21]1[CH:22]=[CH:23][C:24]2[S:28][N:27]=[C:26]([CH3:29])[C:25]=2[CH:30]=1. (3) Given the product [Cl:15][C:16]1[C:21]([CH:34]=[O:35])=[C:20]([Cl:22])[N:19]=[C:18]([NH:23][C:24](=[O:30])[O:25][C:26]([CH3:27])([CH3:29])[CH3:28])[CH:17]=1, predict the reactants needed to synthesize it. The reactants are: C(N(C(C)C)CC)(C)C.[Li]CCCC.[Cl:15][C:16]1[CH:21]=[C:20]([Cl:22])[N:19]=[C:18]([NH:23][C:24](=[O:30])[O:25][C:26]([CH3:29])([CH3:28])[CH3:27])[CH:17]=1.CN([CH:34]=[O:35])C. (4) Given the product [CH:1]([C:3]1[CH:4]=[CH:5][C:6]2[N:7]([C:9]([CH2:12][NH:13][C:14](=[O:20])[O:15][C:16]([CH3:19])([CH3:18])[CH3:17])=[N:10][N:11]=2)[N:8]=1)=[O:23], predict the reactants needed to synthesize it. The reactants are: [CH:1]([C:3]1[CH:4]=[CH:5][C:6]2[N:7]([C:9]([CH2:12][NH:13][C:14](=[O:20])[O:15][C:16]([CH3:19])([CH3:18])[CH3:17])=[N:10][N:11]=2)[N:8]=1)=C.O.I([O-])(=O)(=O)=[O:23].[Na+]. (5) Given the product [Cl:1][C:2]1[CH:10]=[CH:9][C:5]([C:6]([N:21]([O:16][CH3:15])[CH3:30])=[O:7])=[CH:4][CH:3]=1, predict the reactants needed to synthesize it. The reactants are: [Cl:1][C:2]1[CH:10]=[CH:9][C:5]([C:6](O)=[O:7])=[CH:4][CH:3]=1.Cl.CN1CC[O:16][CH2:15]C1.Cl.C[N:21]([CH3:30])CCCN=C=NCC. (6) Given the product [CH:1]1([N:7]2[C:8]([OH:37])=[C:9]([C:24]([NH:29][CH2:30][C:31]3[CH:32]=[N:33][CH:34]=[CH:35][CH:36]=3)=[O:26])[C:10]([OH:23])=[C:11]([C:14]([NH:16][CH2:17][C:18]([OH:20])=[O:19])=[O:15])[C:12]2=[O:13])[CH2:6][CH2:5][CH2:4][CH2:3][CH2:2]1, predict the reactants needed to synthesize it. The reactants are: [CH:1]1([N:7]2[C:12](=[O:13])[C:11]([C:14]([NH:16][CH2:17][C:18]([O:20]CC)=[O:19])=[O:15])=[C:10]([OH:23])[C:9]([C:24]([O:26]C)=O)=[C:8]2O)[CH2:6][CH2:5][CH2:4][CH2:3][CH2:2]1.[NH2:29][CH2:30][C:31]1[CH:32]=[N:33][CH:34]=[CH:35][CH:36]=1.[OH2:37]. (7) The reactants are: FC1C([O:8][C:9](=O)[C@H:10]([NH:26][C:27]([O:29][C:30]([CH3:33])([CH3:32])[CH3:31])=[O:28])[CH2:11][C:12]2[CH:17]=[CH:16][C:15]([C:18]3[CH:23]=[CH:22][C:21]([F:24])=[C:20]([Cl:25])[CH:19]=3)=[CH:14][CH:13]=2)=C(F)C(F)=C(F)C=1F.O[NH:40][C:41](=[NH:43])[CH3:42]. Given the product [C:30]([O:29][C:27](=[O:28])[NH:26][C@@H:10]([C:9]1[O:8][N:43]=[C:41]([CH3:42])[N:40]=1)[CH2:11][C:12]1[CH:13]=[CH:14][C:15]([C:18]2[CH:23]=[CH:22][C:21]([F:24])=[C:20]([Cl:25])[CH:19]=2)=[CH:16][CH:17]=1)([CH3:33])([CH3:31])[CH3:32], predict the reactants needed to synthesize it.